This data is from Full USPTO retrosynthesis dataset with 1.9M reactions from patents (1976-2016). The task is: Predict the reactants needed to synthesize the given product. (1) Given the product [ClH:17].[Cl:17][C:12]1[CH:11]=[C:10]([CH:15]=[CH:14][C:13]=1[F:16])[C:9]([NH:8][C@H:5]1[CH2:4][CH2:3][C@@H:2]([NH:1][C:20]2[N:25]=[C:24]([N:26]([CH3:28])[CH3:27])[C:23]([CH3:29])=[CH:22][N:21]=2)[CH2:7][CH2:6]1)=[O:18], predict the reactants needed to synthesize it. The reactants are: [NH2:1][C@@H:2]1[CH2:7][CH2:6][C@H:5]([NH:8][C:9](=[O:18])[C:10]2[CH:15]=[CH:14][C:13]([F:16])=[C:12]([Cl:17])[CH:11]=2)[CH2:4][CH2:3]1.Cl[C:20]1[N:25]=[C:24]([N:26]([CH3:28])[CH3:27])[C:23]([CH3:29])=[CH:22][N:21]=1.C([O-])(O)=O.[Na+].Cl. (2) Given the product [NH2:37][C@H:10]1[C@H:9]([OH:8])[C@@H:14]([CH3:15])[CH2:13][N:12]([C:16]2[CH:21]=[CH:20][N:19]=[CH:18][C:17]=2[NH:22][C:23]([C:25]2[N:30]=[C:29]3[C:31]([CH:34]([CH3:36])[CH3:35])=[CH:32][O:33][C:28]3=[CH:27][CH:26]=2)=[O:24])[CH2:11]1, predict the reactants needed to synthesize it. The reactants are: [Si]([O:8][C@@H:9]1[C@@H:14]([CH3:15])[CH2:13][N:12]([C:16]2[CH:21]=[CH:20][N:19]=[CH:18][C:17]=2[NH:22][C:23]([C:25]2[N:30]=[C:29]3[C:31]([CH:34]([CH3:36])[CH3:35])=[CH:32][O:33][C:28]3=[CH:27][CH:26]=2)=[O:24])[CH2:11][C@H:10]1[NH:37]C(=O)OC(C)(C)C)(C(C)(C)C)(C)C.C(O)(C(F)(F)F)=O.Cl.O1CCOCC1.N. (3) Given the product [NH2:23][C@H:20]([CH2:21][CH3:22])[C:18]([NH:17][C:14]1[CH:15]=[N:16][C:11]([O:10][C:6]2[CH:7]=[CH:8][CH:9]=[C:4]([CH:2]([CH3:1])[CH3:3])[CH:5]=2)=[CH:12][CH:13]=1)=[O:19], predict the reactants needed to synthesize it. The reactants are: [CH3:1][CH:2]([C:4]1[CH:5]=[C:6]([O:10][C:11]2[N:16]=[CH:15][C:14]([NH:17][C:18]([C@H:20]([NH:23]C(=O)OC(C)(C)C)[CH2:21][CH3:22])=[O:19])=[CH:13][CH:12]=2)[CH:7]=[CH:8][CH:9]=1)[CH3:3].C(O)(C(F)(F)F)=O. (4) Given the product [CH3:3][O:4][C:5]1[C:10]([O:11][CH3:12])=[CH:9][C:8]([CH2:13][C:14]([OH:16])=[O:15])=[C:7]([CH2:18][N:19]([C:23]2[CH:28]=[CH:27][CH:26]=[CH:25][CH:24]=2)[C:20]([CH3:22])=[O:21])[CH:6]=1, predict the reactants needed to synthesize it. The reactants are: [OH-].[Li+].[CH3:3][O:4][C:5]1[C:10]([O:11][CH3:12])=[CH:9][C:8]([CH2:13][C:14]([O:16]C)=[O:15])=[C:7]([CH2:18][N:19]([C:23]2[CH:28]=[CH:27][CH:26]=[CH:25][CH:24]=2)[C:20]([CH3:22])=[O:21])[CH:6]=1. (5) Given the product [CH3:54][CH:55]1[NH:56][CH:57]([CH3:58])[CH2:24][N:23]([CH2:25][CH2:27][NH:28][C:18]([C:14]2[C:13]([CH3:21])=[C:12](/[CH:11]=[C:10]3\[C:2](=[O:1])[NH:3][C:4]4[C:9]\3=[CH:8][CH:7]=[CH:6][CH:5]=4)[NH:16][C:15]=2[CH3:17])=[O:20])[CH2:22]1, predict the reactants needed to synthesize it. The reactants are: [O:1]=[C:2]1[NH:3][C:4]2[C:9](/[C:10]/1=[CH:11]/[C:12]1[NH:16][C:15]([CH3:17])=[C:14]([C:18]([OH:20])=O)[C:13]=1[CH3:21])=[CH:8][CH:7]=[CH:6][CH:5]=2.[CH3:22][N:23]([CH:25]=O)[CH3:24].[CH3:27][N:28]([P+](ON1N=NC2C=CC=CC1=2)(N(C)C)N(C)C)C.F[P-](F)(F)(F)(F)F.[CH3:54][CH:55]1CN[CH2:58][CH:57](C)[N:56]1CCN. (6) Given the product [NH:7]([C:13]([O:15][C:16]([CH3:19])([CH3:18])[CH3:17])=[O:14])[C@H:8]([C:10]([OH:12])=[O:11])[CH3:9], predict the reactants needed to synthesize it. The reactants are: C([O-])([O-])=O.[K+].[K+].[NH2:7][C@H:8]([C:10]([OH:12])=[O:11])[CH3:9].[C:13](O[C:13]([O:15][C:16]([CH3:19])([CH3:18])[CH3:17])=[O:14])([O:15][C:16]([CH3:19])([CH3:18])[CH3:17])=[O:14]. (7) Given the product [N:40]1[CH:41]=[CH:42][CH:43]=[C:38]([C:32]2[C:33]3[N:37]=[C:1]([C:3]4[C:11]5[C:6](=[N:7][CH:8]=[C:9]([C:12]6[CH:13]=[C:14]([NH:18][C:19](=[O:22])[CH2:20][CH3:21])[CH:15]=[N:16][CH:17]=6)[CH:10]=5)[NH:5][N:4]=4)[NH:36][C:34]=3[CH:35]=[N:30][CH:31]=2)[CH:39]=1, predict the reactants needed to synthesize it. The reactants are: [CH:1]([C:3]1[C:11]2[C:6](=[N:7][CH:8]=[C:9]([C:12]3[CH:13]=[C:14]([NH:18][C:19](=[O:22])[CH2:20][CH3:21])[CH:15]=[N:16][CH:17]=3)[CH:10]=2)[N:5](C2CCCCO2)[N:4]=1)=O.[S].[N:30]1[CH:35]=[C:34]([NH2:36])[C:33]([NH2:37])=[C:32]([C:38]2[CH:39]=[N:40][CH:41]=[CH:42][CH:43]=2)[CH:31]=1.C([SiH](CC)CC)C.C(O)(C(F)(F)F)=O. (8) Given the product [Cl:19][C:15]1[CH:14]=[C:13]([C:11]2[N:12]=[C:7]([NH:26][C:27]3[CH:28]=[CH:29][C:30]([CH2:33][C:34]([NH2:36])=[O:35])=[CH:31][CH:32]=3)[C:8]3[S:23][CH2:22][CH2:21][CH2:20][C:9]=3[N:10]=2)[CH:18]=[CH:17][CH:16]=1, predict the reactants needed to synthesize it. The reactants are: FC(F)(F)S(O[C:7]1[C:8]2[S:23][CH2:22][CH2:21][CH2:20][C:9]=2[N:10]=[C:11]([C:13]2[CH:18]=[CH:17][CH:16]=[C:15]([Cl:19])[CH:14]=2)[N:12]=1)(=O)=O.[NH2:26][C:27]1[CH:32]=[CH:31][C:30]([CH2:33][C:34]([NH2:36])=[O:35])=[CH:29][CH:28]=1. (9) Given the product [NH2:26][C:23]1[NH:24][C:25]([CH:27]([C:28]2[CH:33]=[CH:32][CH:31]=[CH:30][CH:29]=2)[OH:34])=[C:21]([C@H:9]([C:6]2[CH:5]=[CH:4][C:3]([O:2][CH3:1])=[CH:8][CH:7]=2)[CH2:10][C:11]2[CH:12]=[CH:13][C:14]([C:17]([F:18])([F:19])[F:20])=[CH:15][CH:16]=2)[N:22]=1, predict the reactants needed to synthesize it. The reactants are: [CH3:1][O:2][C:3]1[CH:8]=[CH:7][C:6]([C@@H:9]([C:21]2[N:22]=[C:23]([NH2:26])[NH:24][CH:25]=2)[CH2:10][C:11]2[CH:16]=[CH:15][C:14]([C:17]([F:20])([F:19])[F:18])=[CH:13][CH:12]=2)=[CH:5][CH:4]=1.[CH:27](=[O:34])[C:28]1[CH:33]=[CH:32][CH:31]=[CH:30][CH:29]=1.C(=O)([O-])[O-].[Na+].[Na+].